Dataset: NCI-60 drug combinations with 297,098 pairs across 59 cell lines. Task: Regression. Given two drug SMILES strings and cell line genomic features, predict the synergy score measuring deviation from expected non-interaction effect. (1) Drug 1: C1CNP(=O)(OC1)N(CCCl)CCCl. Drug 2: C1C(C(OC1N2C=NC3=C2NC=NCC3O)CO)O. Cell line: KM12. Synergy scores: CSS=-6.49, Synergy_ZIP=2.79, Synergy_Bliss=-0.703, Synergy_Loewe=-8.55, Synergy_HSA=-6.05. (2) Drug 1: C1CCN(CC1)CCOC2=CC=C(C=C2)C(=O)C3=C(SC4=C3C=CC(=C4)O)C5=CC=C(C=C5)O. Drug 2: C1CNP(=O)(OC1)N(CCCl)CCCl. Cell line: SF-268. Synergy scores: CSS=-6.24, Synergy_ZIP=3.93, Synergy_Bliss=-1.32, Synergy_Loewe=-10.1, Synergy_HSA=-7.54. (3) Drug 1: CC1=C(C(CCC1)(C)C)C=CC(=CC=CC(=CC(=O)O)C)C. Drug 2: C1CNP(=O)(OC1)N(CCCl)CCCl. Cell line: SF-268. Synergy scores: CSS=-2.26, Synergy_ZIP=1.70, Synergy_Bliss=1.16, Synergy_Loewe=0.661, Synergy_HSA=-1.83. (4) Drug 1: CN1C(=O)N2C=NC(=C2N=N1)C(=O)N. Drug 2: C1=NC(=NC(=O)N1C2C(C(C(O2)CO)O)O)N. Cell line: U251. Synergy scores: CSS=21.0, Synergy_ZIP=-2.68, Synergy_Bliss=-4.65, Synergy_Loewe=-23.8, Synergy_HSA=-6.91. (5) Drug 1: CCC1=CC2CC(C3=C(CN(C2)C1)C4=CC=CC=C4N3)(C5=C(C=C6C(=C5)C78CCN9C7C(C=CC9)(C(C(C8N6C)(C(=O)OC)O)OC(=O)C)CC)OC)C(=O)OC.C(C(C(=O)O)O)(C(=O)O)O. Drug 2: CC1CCC2CC(C(=CC=CC=CC(CC(C(=O)C(C(C(=CC(C(=O)CC(OC(=O)C3CCCCN3C(=O)C(=O)C1(O2)O)C(C)CC4CCC(C(C4)OC)OCCO)C)C)O)OC)C)C)C)OC. Cell line: MALME-3M. Synergy scores: CSS=50.5, Synergy_ZIP=6.41, Synergy_Bliss=6.45, Synergy_Loewe=13.3, Synergy_HSA=14.5. (6) Drug 1: CN1C(=O)N2C=NC(=C2N=N1)C(=O)N. Drug 2: CC1C(C(CC(O1)OC2CC(CC3=C2C(=C4C(=C3O)C(=O)C5=CC=CC=C5C4=O)O)(C(=O)C)O)N)O. Cell line: LOX IMVI. Synergy scores: CSS=47.2, Synergy_ZIP=-6.18, Synergy_Bliss=-4.21, Synergy_Loewe=-1.55, Synergy_HSA=0.0488.